From a dataset of Catalyst prediction with 721,799 reactions and 888 catalyst types from USPTO. Predict which catalyst facilitates the given reaction. Reactant: [CH3:1][O:2][C:3]([C:5]1[CH:10]=[C:9]([Br:11])[C:8](=[O:12])[N:7]([C@H:13]([C:15]2[CH:20]=[CH:19][CH:18]=[CH:17][CH:16]=2)[CH3:14])[C:6]=1[CH3:21])=[O:4].[Br:22]N1C(=O)CCC1=O.C(OOC(=O)C1C=CC=CC=1)(=O)C1C=CC=CC=1. Product: [CH3:1][O:2][C:3]([C:5]1[CH:10]=[C:9]([Br:11])[C:8](=[O:12])[N:7]([C@H:13]([C:15]2[CH:16]=[CH:17][CH:18]=[CH:19][CH:20]=2)[CH3:14])[C:6]=1[CH2:21][Br:22])=[O:4]. The catalyst class is: 53.